This data is from Reaction yield outcomes from USPTO patents with 853,638 reactions. The task is: Predict the reaction yield, written as a fraction of the theoretical maximum amount of product (1.0 means a 100% yield; for example, 0.34 means a 34% yield). (1) The reactants are [CH3:1][C:2]1[C:19]([CH2:20][C:21]2[CH:26]=[CH:25][CH:24]=[C:23]([C:27]([F:30])([F:29])[F:28])[C:22]=2[CH3:31])=[C:5]2[N:6]=[C:7]([N:13]3[CH2:18][CH2:17][O:16][CH2:15][CH2:14]3)[CH:8]=[C:9]([C:10]([NH2:12])=O)[N:4]2[N:3]=1.S(Cl)(Cl)=O.O. The catalyst is CN(C)C=O. The product is [CH3:1][C:2]1[C:19]([CH2:20][C:21]2[CH:26]=[CH:25][CH:24]=[C:23]([C:27]([F:30])([F:28])[F:29])[C:22]=2[CH3:31])=[C:5]2[N:6]=[C:7]([N:13]3[CH2:18][CH2:17][O:16][CH2:15][CH2:14]3)[CH:8]=[C:9]([C:10]#[N:12])[N:4]2[N:3]=1. The yield is 0.770. (2) The reactants are C(OC([N:8]1[CH2:12][CH2:11][CH2:10][C@@H:9]1[CH2:13][O:14][C:15]1[CH:20]=[CH:19][C:18]([CH2:21][C:22]2[CH:27]=[CH:26][C:25]([C:28]3[CH:33]=[CH:32][N:31]=[CH:30][CH:29]=3)=[CH:24][CH:23]=2)=[CH:17][CH:16]=1)=O)(C)(C)C.[ClH:34].CCOCC. The catalyst is O1CCOCC1. The product is [ClH:34].[NH:8]1[CH2:12][CH2:11][CH2:10][C@@H:9]1[CH2:13][O:14][C:15]1[CH:16]=[CH:17][C:18]([CH2:21][C:22]2[CH:27]=[CH:26][C:25]([C:28]3[CH:33]=[CH:32][N:31]=[CH:30][CH:29]=3)=[CH:24][CH:23]=2)=[CH:19][CH:20]=1. The yield is 0.800.